Dataset: CYP2C19 inhibition data for predicting drug metabolism from PubChem BioAssay. Task: Regression/Classification. Given a drug SMILES string, predict its absorption, distribution, metabolism, or excretion properties. Task type varies by dataset: regression for continuous measurements (e.g., permeability, clearance, half-life) or binary classification for categorical outcomes (e.g., BBB penetration, CYP inhibition). Dataset: cyp2c19_veith. The molecule is CCCc1nnc(SCC(=O)N2C(C)CCCC2C)n1CCCOC. The result is 1 (inhibitor).